Dataset: Reaction yield outcomes from USPTO patents with 853,638 reactions. Task: Predict the reaction yield, written as a fraction of the theoretical maximum amount of product (1.0 means a 100% yield; for example, 0.34 means a 34% yield). (1) The reactants are [CH2:1]([O:3][P:4]([C:9]1[S:10][C:11]([CH:14]2N(C)CCN2C)=[CH:12][CH:13]=1)(=[O:8])[O:5][CH2:6][CH3:7])[CH3:2].S(=O)(=O)(O)[OH:22]. The yield is 0.483. The product is [CH2:6]([O:5][P:4]([C:9]1[S:10][C:11]([CH:14]=[O:22])=[CH:12][CH:13]=1)(=[O:8])[O:3][CH2:1][CH3:2])[CH3:7]. The catalyst is O. (2) The reactants are [C:1]([C:5]1[C:10]([Cl:11])=[CH:9][C:8](I)=[C:7]([O:13][CH2:14][CH3:15])[CH:6]=1)([CH3:4])([CH3:3])[CH3:2].[CH3:16][O-].[Na+].[CH3:19][O:20][CH:21]=[O:22]. The catalyst is O1CCOCC1. The product is [C:1]([C:5]1[C:10]([Cl:11])=[CH:9][C:8]([C:21]([O:20][CH2:19][CH3:16])=[O:22])=[C:7]([O:13][CH2:14][CH3:15])[CH:6]=1)([CH3:4])([CH3:3])[CH3:2]. The yield is 0.800. (3) The reactants are [CH3:1][O:2][C:3]1[CH:4]=[CH:5][C:6]([C:13]2[S:14][CH:15]=[CH:16][CH:17]=2)=[C:7]([CH:12]=1)[C:8](OC)=[O:9].[NH2:18][OH:19].O.[OH-].[K+]. The catalyst is C1COCC1.C(Cl)Cl.CO. The product is [OH:19][NH:18][C:8](=[O:9])[C:7]1[CH:12]=[C:3]([O:2][CH3:1])[CH:4]=[CH:5][C:6]=1[C:13]1[S:14][CH:15]=[CH:16][CH:17]=1. The yield is 0.380.